This data is from Full USPTO retrosynthesis dataset with 1.9M reactions from patents (1976-2016). The task is: Predict the reactants needed to synthesize the given product. Given the product [CH3:33][S:30]([C:26]1[CH:25]=[C:24]2[C:29](=[CH:28][CH:27]=1)[N:21]([C:19]1[N:18]=[CH:17][N:16]=[C:15]([NH:14][CH:11]3[CH2:12][CH2:13][NH:8][CH2:9][CH2:10]3)[CH:20]=1)[CH2:22][CH2:23]2)(=[O:32])=[O:31], predict the reactants needed to synthesize it. The reactants are: C(OC([N:8]1[CH2:13][CH2:12][CH:11]([NH:14][C:15]2[CH:20]=[C:19]([N:21]3[C:29]4[C:24](=[CH:25][C:26]([S:30]([CH3:33])(=[O:32])=[O:31])=[CH:27][CH:28]=4)[CH2:23][CH2:22]3)[N:18]=[CH:17][N:16]=2)[CH2:10][CH2:9]1)=O)(C)(C)C.FC(F)(F)C(O)=O.